Dataset: Reaction yield outcomes from USPTO patents with 853,638 reactions. Task: Predict the reaction yield, written as a fraction of the theoretical maximum amount of product (1.0 means a 100% yield; for example, 0.34 means a 34% yield). (1) The reactants are Cl[C:2]1[N:3]([CH2:24][CH:25]2[CH2:29][CH2:28][O:27][CH2:26]2)[C:4]2[C:9]([N:10]=1)=[C:8]([N:11]1[CH2:16][CH2:15][O:14][CH2:13][CH2:12]1)[N:7]=[C:6]([C:17]1[CH:18]=[N:19][C:20]([NH2:23])=[N:21][CH:22]=1)[N:5]=2.[CH3:30][C@H:31]1[CH2:36][NH:35][CH2:34][C@@H:33]([CH3:37])[NH:32]1. The catalyst is CS(C)=O. The product is [CH3:30][C@H:31]1[NH:32][C@@H:33]([CH3:37])[CH2:34][N:35]([C:2]2[N:3]([CH2:24][CH:25]3[CH2:29][CH2:28][O:27][CH2:26]3)[C:4]3[C:9]([N:10]=2)=[C:8]([N:11]2[CH2:12][CH2:13][O:14][CH2:15][CH2:16]2)[N:7]=[C:6]([C:17]2[CH:22]=[N:21][C:20]([NH2:23])=[N:19][CH:18]=2)[N:5]=3)[CH2:36]1. The yield is 0.570. (2) The reactants are [C:1]([O:5][C:6](=[O:20])[NH:7][CH2:8][C:9]1[CH:14]=[C:13]([CH3:15])[C:12]([C:16]#[N:17])=[C:11]([O:18][CH3:19])[N:10]=1)([CH3:4])([CH3:3])[CH3:2]. The catalyst is CC(O)=O.C(O)C.[Ni]. The product is [C:1]([O:5][C:6](=[O:20])[NH:7][CH2:8][C:9]1[CH:14]=[C:13]([CH3:15])[C:12]([CH2:16][NH2:17])=[C:11]([O:18][CH3:19])[N:10]=1)([CH3:3])([CH3:4])[CH3:2]. The yield is 0.880. (3) The reactants are Br[C:2]1[CH:7]=[CH:6][CH:5]=[CH:4][C:3]=1/[CH:8]=[CH:9]/[C:10]([O:12][CH2:13][CH3:14])=[O:11].[C:15]1(=[O:24])[C:23]2[C:18](=[CH:19][CH:20]=[CH:21][CH:22]=2)[CH2:17][NH:16]1.[O-]P([O-])([O-])=O.[K+].[K+].[K+].CN[C@@H]1CCCC[C@H]1NC. The catalyst is CN(C=O)C.[Cu]I. The product is [O:24]=[C:15]1[C:23]2[C:18](=[CH:19][CH:20]=[CH:21][CH:22]=2)[CH2:17][N:16]1[C:2]1[CH:7]=[CH:6][CH:5]=[CH:4][C:3]=1/[CH:8]=[CH:9]/[C:10]([O:12][CH2:13][CH3:14])=[O:11]. The yield is 0.280.